Dataset: Catalyst prediction with 721,799 reactions and 888 catalyst types from USPTO. Task: Predict which catalyst facilitates the given reaction. (1) Reactant: [C:4]([OH:6])(=[O:5])/[CH:3]=[CH:3]\[C:4]([OH:6])=[O:5].[CH3:9][CH2:10][CH2:11][CH2:12][CH2:13][CH2:14][CH3:15]. Product: [C:4]([O:6][CH2:9][CH3:10])(=[O:5])[CH3:3].[CH3:9][CH2:10][CH2:11][CH2:12][CH2:13][CH2:14][CH3:15]. The catalyst class is: 13. (2) Reactant: [Cl:1][C:2]1[N:7]=[C:6](Cl)[C:5]([Cl:9])=[CH:4][N:3]=1.[NH2:10][C:11]1[CH:12]=[CH:13][C:14]([F:25])=[C:15]([NH:17][C:18](=[O:24])[O:19][C:20]([CH3:23])([CH3:22])[CH3:21])[CH:16]=1.CCN(C(C)C)C(C)C. Product: [Cl:1][C:2]1[N:7]=[C:6]([NH:10][C:11]2[CH:12]=[CH:13][C:14]([F:25])=[C:15]([NH:17][C:18](=[O:24])[O:19][C:20]([CH3:21])([CH3:22])[CH3:23])[CH:16]=2)[C:5]([Cl:9])=[CH:4][N:3]=1. The catalyst class is: 51. (3) Reactant: [Cl:1][C:2]1(NCC)[CH:6]=[CH:5][N:4]([C:7]2[CH:8]=[N:9][CH:10]=[CH:11][CH:12]=2)[NH:3]1.[Cl:16][C:17]1[C:21]([NH:22][C:23](=[O:25])[CH3:24])=[CH:20][N:19]([C:26]2[CH:27]=[N:28][CH:29]=[CH:30][CH:31]=2)[N:18]=1.C(Br)C.[H-].[Na+].CC(C)([O-])C.[Na+].CC(C)([O-])C.[K+].C(OC(CC)(C)C)(CC)(C)C.[K]. Product: [Cl:1][C:2]1[C:6]([N:22]([CH2:21][CH3:20])[C:23](=[O:25])[CH3:24])=[CH:5][N:4]([C:7]2[CH:8]=[N:9][CH:10]=[CH:11][CH:12]=2)[N:3]=1.[Cl:16][C:17]1[C:21]([NH:22][C:23](=[O:25])[CH3:24])=[CH:20][N:19]([C:26]2[CH:27]=[N:28][CH:29]=[CH:30][CH:31]=2)[N:18]=1. The catalyst class is: 7.